From a dataset of Catalyst prediction with 721,799 reactions and 888 catalyst types from USPTO. Predict which catalyst facilitates the given reaction. (1) Reactant: Cl.[O:2]=[C:3]1[NH:11][C:6]2=[N:7][CH:8]=[CH:9][CH:10]=[C:5]2[C:4]21[CH2:19][C:18]1[C:13](=[CH:14][CH:15]=[C:16]([NH:20][C:21]3[N:26]=[CH:25][N:24]=[C:23]([C:27](O)=[O:28])[CH:22]=3)[CH:17]=1)[CH2:12]2.[F:30][C:31]1[CH:39]=[C:38]2[C:34]([CH2:35][CH2:36][NH:37]2)=[CH:33][CH:32]=1.CN(C(ON1N=NC2C=CC=CC1=2)=[N+](C)C)C.[B-](F)(F)(F)F. Product: [F:30][C:31]1[CH:39]=[C:38]2[C:34]([CH2:35][CH2:36][N:37]2[C:27]([C:23]2[N:24]=[CH:25][N:26]=[C:21]([NH:20][C:16]3[CH:17]=[C:18]4[C:13](=[CH:14][CH:15]=3)[CH2:12][C:4]3([C:5]5[C:6](=[N:7][CH:8]=[CH:9][CH:10]=5)[NH:11][C:3]3=[O:2])[CH2:19]4)[CH:22]=2)=[O:28])=[CH:33][CH:32]=1. The catalyst class is: 3. (2) Reactant: CC([O-])(C)C.[K+].[CH3:7][C:8]1[CH:12]=[C:11]([C:13]([O:15][CH2:16][CH3:17])=[O:14])[NH:10][N:9]=1.[Cl:18][C:19]1[CH:24]=[CH:23][C:22]([CH2:25]Cl)=[CH:21][N:20]=1. Product: [Cl:18][C:19]1[N:20]=[CH:21][C:22]([CH2:25][N:9]2[C:8]([CH3:7])=[CH:12][C:11]([C:13]([O:15][CH2:16][CH3:17])=[O:14])=[N:10]2)=[CH:23][CH:24]=1. The catalyst class is: 375. (3) Reactant: C[O:2][C:3](=[O:23])[C@@H:4]([CH2:20][O:21][CH3:22])[N:5]([CH2:13][C:14]1[CH:19]=[CH:18][CH:17]=[CH:16][CH:15]=1)[CH2:6][C:7]1[CH:12]=[CH:11][CH:10]=[CH:9][CH:8]=1.[OH-].[Li+].[CH3:26]O. Product: [CH3:26][C@@:4]([N:5]([CH2:6][C:7]1[CH:8]=[CH:9][CH:10]=[CH:11][CH:12]=1)[CH2:13][C:14]1[CH:19]=[CH:18][CH:17]=[CH:16][CH:15]=1)([CH2:20][O:21][CH3:22])[C:3]([OH:2])=[O:23]. The catalyst class is: 6.